This data is from Catalyst prediction with 721,799 reactions and 888 catalyst types from USPTO. The task is: Predict which catalyst facilitates the given reaction. (1) Reactant: [OH-].[Na+].C[O:4][C:5](=[O:22])[CH2:6][CH2:7][C:8]1[CH:13]=[CH:12][C:11]([O:14][CH2:15][C:16]2[CH:21]=[CH:20][CH:19]=[CH:18][CH:17]=2)=[CH:10][CH:9]=1. Product: [CH2:15]([O:14][C:11]1[CH:10]=[CH:9][C:8]([CH2:7][CH2:6][C:5]([OH:22])=[O:4])=[CH:13][CH:12]=1)[C:16]1[CH:17]=[CH:18][CH:19]=[CH:20][CH:21]=1. The catalyst class is: 5. (2) Reactant: [S:1]1[CH:5]=[CH:4][N:3]=[C:2]1[C:6]1[CH:10]=[C:9]([CH2:11][CH2:12][CH:13]=O)[O:8][N:7]=1.[CH2:15]([N:22]1[CH2:27][CH2:26][NH:25][CH2:24][CH2:23]1)[C:16]1[CH:21]=[CH:20][CH:19]=[CH:18][CH:17]=1.[BH-](OC(C)=O)(OC(C)=O)OC(C)=O.[Na+]. Product: [CH2:15]([N:22]1[CH2:27][CH2:26][N:25]([CH2:13][CH2:12][CH2:11][C:9]2[O:8][N:7]=[C:6]([C:2]3[S:1][CH:5]=[CH:4][N:3]=3)[CH:10]=2)[CH2:24][CH2:23]1)[C:16]1[CH:17]=[CH:18][CH:19]=[CH:20][CH:21]=1. The catalyst class is: 2. (3) Product: [F:3][C:4]1[CH:11]=[CH:10][C:7](/[CH:8]=[C:13]2/[C:12](=[O:17])[CH2:16][CH2:15][CH2:14]/2)=[CH:6][CH:5]=1. Reactant: [OH-].[K+].[F:3][C:4]1[CH:11]=[CH:10][C:7]([CH:8]=O)=[CH:6][CH:5]=1.[C:12]1(=[O:17])[CH2:16][CH2:15][CH2:14][CH2:13]1.Cl. The catalyst class is: 6. (4) Product: [CH2:3]([O:5][CH:6]([CH2:12][C:13]1[CH:18]=[CH:17][C:16]([O:19][CH2:20][CH:21]=[C:22]2[C:34]3[CH:33]=[CH:32][CH:31]=[CH:30][C:29]=3[C:28]3[C:23]2=[CH:24][CH:25]=[CH:26][CH:27]=3)=[CH:15][CH:14]=1)[C:7]([OH:9])=[O:8])[CH3:4]. The catalyst class is: 8. Reactant: [OH-].[Li+].[CH2:3]([O:5][CH:6]([CH2:12][C:13]1[CH:18]=[CH:17][C:16]([O:19][CH2:20][CH:21]=[C:22]2[C:34]3[CH:33]=[CH:32][CH:31]=[CH:30][C:29]=3[C:28]3[C:23]2=[CH:24][CH:25]=[CH:26][CH:27]=3)=[CH:15][CH:14]=1)[C:7]([O:9]CC)=[O:8])[CH3:4]. (5) Reactant: [H-].[Na+].[CH2:3]([C:5]1[C:9]([O:10][C:11]2[CH:12]=[C:13]([CH:16]=[CH:17][CH:18]=2)[C:14]#[N:15])=[C:8]([CH2:19][CH3:20])[NH:7][N:6]=1)[CH3:4].Br[CH2:22][CH2:23][O:24][CH3:25]. Product: [CH2:3]([C:5]1[C:9]([O:10][C:11]2[CH:12]=[C:13]([CH:16]=[CH:17][CH:18]=2)[C:14]#[N:15])=[C:8]([CH2:19][CH3:20])[N:7]([CH2:22][CH2:23][O:24][CH3:25])[N:6]=1)[CH3:4]. The catalyst class is: 9. (6) Reactant: IC.[F:3][C:4]1[CH:12]=[C:11](O)[C:10]([F:14])=[CH:9][C:5]=1[C:6]([OH:8])=[O:7].[C:15](=O)([O-])[O-].[K+].[K+].CN([CH:24]=[O:25])C. Product: [F:3][C:4]1[CH:12]=[C:11]([O:25][CH3:24])[C:10]([F:14])=[CH:9][C:5]=1[C:6]([O:8][CH3:15])=[O:7]. The catalyst class is: 6.